From a dataset of Catalyst prediction with 721,799 reactions and 888 catalyst types from USPTO. Predict which catalyst facilitates the given reaction. Reactant: Cl.[OH:2][C:3]1[CH:4]=[C:5]([CH:9]=[CH:10][C:11]=1[OH:12])[CH2:6][CH2:7][NH2:8].C(=O)(O)[O-].[Na+].[CH3:18][C:19]([O:22][C:23](O[C:23]([O:22][C:19]([CH3:21])([CH3:20])[CH3:18])=[O:24])=[O:24])([CH3:21])[CH3:20]. Product: [C:19]([O:22][C:23]([NH:8][CH2:7][CH2:6][C:5]1[CH:9]=[CH:10][C:11]([OH:12])=[C:3]([OH:2])[CH:4]=1)=[O:24])([CH3:21])([CH3:20])[CH3:18]. The catalyst class is: 6.